This data is from Full USPTO retrosynthesis dataset with 1.9M reactions from patents (1976-2016). The task is: Predict the reactants needed to synthesize the given product. (1) Given the product [CH3:1][O:2][C:3]1[CH:4]=[C:5]2[C:10](=[CH:11][C:12]=1[O:13][CH3:14])[N:9]=[CH:8][CH:7]=[C:6]2[O:15][C:16]1[CH:22]=[CH:21][C:19]([NH:20][C:27](=[O:33])[O:28][CH2:29][C:41]2[CH:40]=[CH:39][CH:38]=[C:37]([O:36][CH3:35])[CH:42]=2)=[CH:18][CH:17]=1, predict the reactants needed to synthesize it. The reactants are: [CH3:1][O:2][C:3]1[CH:4]=[C:5]2[C:10](=[CH:11][C:12]=1[O:13][CH3:14])[N:9]=[CH:8][CH:7]=[C:6]2[O:15][C:16]1[CH:22]=[CH:21][C:19]([NH2:20])=[CH:18][CH:17]=1.ClC(Cl)(O[C:27](=[O:33])[O:28][C:29](Cl)(Cl)Cl)Cl.[CH3:35][O:36][C:37]1[CH:38]=[C:39](CO)[CH:40]=[CH:41][CH:42]=1.C(=O)(O)[O-].[Na+]. (2) Given the product [NH2:1][C:2]1[CH:9]=[CH:8][CH:7]=[C:6]([O:12][CH3:11])[C:3]=1[C:4]#[N:5], predict the reactants needed to synthesize it. The reactants are: [NH2:1][C:2]1[CH:9]=[CH:8][CH:7]=[C:6](F)[C:3]=1[C:4]#[N:5].[CH3:11][O-:12].[Na+]. (3) Given the product [F:1][C:2]1[C:7]([F:8])=[CH:6][CH:5]=[CH:4][C:3]=1[CH:9]=[CH:10][C:11]([NH:26][CH2:25][CH2:24][C:18]1[CH:19]=[CH:20][C:21]([O:22][CH3:23])=[C:16]([O:15][CH3:14])[CH:17]=1)=[O:13], predict the reactants needed to synthesize it. The reactants are: [F:1][C:2]1[C:7]([F:8])=[CH:6][CH:5]=[CH:4][C:3]=1[CH:9]=[CH:10][C:11]([OH:13])=O.[CH3:14][O:15][C:16]1[CH:17]=[C:18]([CH2:24][CH2:25][NH2:26])[CH:19]=[CH:20][C:21]=1[O:22][CH3:23]. (4) Given the product [Cl:5][C:6]1[CH:7]=[C:8]([NH:12][C:13]2[S:14][CH:2]=[CH:3][N:15]=2)[CH:9]=[CH:10][CH:11]=1, predict the reactants needed to synthesize it. The reactants are: Cl[CH2:2][CH:3]=O.[Cl:5][C:6]1[CH:7]=[C:8]([NH:12][C:13]([NH2:15])=[S:14])[CH:9]=[CH:10][CH:11]=1.